Dataset: Forward reaction prediction with 1.9M reactions from USPTO patents (1976-2016). Task: Predict the product of the given reaction. (1) Given the reactants [CH3:1][O:2][C:3]1[N:8]=[CH:7][C:6]([C:9]2[CH:14]=[CH:13][C:12](/[CH:15]=[CH:16]/[C:17]([O:19][CH3:20])=[O:18])=[CH:11][CH:10]=2)=[CH:5][CH:4]=1, predict the reaction product. The product is: [CH3:1][O:2][C:3]1[N:8]=[CH:7][C:6]([C:9]2[CH:14]=[CH:13][C:12]([CH2:15][CH2:16][C:17]([O:19][CH3:20])=[O:18])=[CH:11][CH:10]=2)=[CH:5][CH:4]=1. (2) Given the reactants [Li]CCCC.CCCCCC.Br[C:13]1[CH:14]=[C:15]2[C:19](=[CH:20][CH:21]=1)[NH:18][C:17](=[O:22])[C:16]2([O:25][CH3:26])[O:23][CH3:24].[Cl:27][C:28]1[CH:39]=[CH:38][C:31]([C:32](N(OC)C)=[O:33])=[CH:30][CH:29]=1, predict the reaction product. The product is: [Cl:27][C:28]1[CH:39]=[CH:38][C:31]([C:32]([C:13]2[CH:14]=[C:15]3[C:19](=[CH:20][CH:21]=2)[NH:18][C:17](=[O:22])[C:16]3([O:25][CH3:26])[O:23][CH3:24])=[O:33])=[CH:30][CH:29]=1. (3) Given the reactants [S:1]([N:11]1[C:15]2=[N:16][CH:17]=[C:18]([C:20]([O:22]C)=[O:21])[N:19]=[C:14]2[CH:13]=[CH:12]1)([C:4]1[CH:10]=[CH:9][C:7]([CH3:8])=[CH:6][CH:5]=1)(=[O:3])=[O:2].[ClH:24], predict the reaction product. The product is: [ClH:24].[S:1]([N:11]1[C:15]2=[N:16][CH:17]=[C:18]([C:20]([OH:22])=[O:21])[N:19]=[C:14]2[CH:13]=[CH:12]1)([C:4]1[CH:5]=[CH:6][C:7]([CH3:8])=[CH:9][CH:10]=1)(=[O:3])=[O:2]. (4) Given the reactants [C:1]([C:5]1[CH:6]=[C:7]([N:15]2[C:19]([O:20][CH:21]3[CH2:26][CH2:25][CH2:24][CH2:23][CH2:22]3)=[CH:18][C:17]([C:27]([O-:29])=O)=[N:16]2)[CH:8]=[C:9]([C:11]2([CH3:14])[CH2:13][CH2:12]2)[CH:10]=1)([CH3:4])([CH3:3])[CH3:2].[K+].CCN(C(C)C)C(C)C.[NH2:40][C@H:41]1[CH2:44][C@H:43]([C:45]([OH:47])=[O:46])[CH2:42]1.CN(C(ON1N=NC2C=CC=NC1=2)=[N+](C)C)C.F[P-](F)(F)(F)(F)F, predict the reaction product. The product is: [C:11]([C:9]1[CH:8]=[C:7]([N:15]2[C:19]([O:20][CH:21]3[CH2:26][CH2:25][CH2:24][CH2:23][CH2:22]3)=[CH:18][C:17]([C:27]([NH:40][C@H:41]3[CH2:44][C@H:43]([C:45]([OH:47])=[O:46])[CH2:42]3)=[O:29])=[N:16]2)[CH:6]=[C:5]([C:1]2([CH3:4])[CH2:2][CH2:3]2)[CH:10]=1)([CH3:14])([CH3:13])[CH3:12]. (5) Given the reactants Cl[C:2]([C:4]1[CH:13]=[CH:12][C:7]([C:8]([O:10][CH3:11])=[O:9])=[CH:6][CH:5]=1)=[O:3].C(N(CC)C(C)C)(C)C.[NH2:23][C:24]1[CH:29]=[CH:28][C:27]([CH:30]([CH3:44])[C:31]([C:37]2[CH:42]=[CH:41][N:40]=[C:39]([Cl:43])[CH:38]=2)([OH:36])[C:32]([F:35])([F:34])[F:33])=[C:26]([Cl:45])[CH:25]=1.ClC(C1C=CC(C([O-])=O)=CC=1)=O.C([O-])(O)=O.[Na+], predict the reaction product. The product is: [CH3:11][O:10][C:8](=[O:9])[C:7]1[CH:12]=[CH:13][C:4]([C:2]([NH:23][C:24]2[CH:29]=[CH:28][C:27]([CH:30]([CH3:44])[C:31]([C:37]3[CH:42]=[CH:41][N:40]=[C:39]([Cl:43])[CH:38]=3)([OH:36])[C:32]([F:33])([F:34])[F:35])=[C:26]([Cl:45])[CH:25]=2)=[O:3])=[CH:5][CH:6]=1. (6) Given the reactants [CH3:1][C:2]1[CH2:11][C:10]([CH3:13])([CH3:12])[C:9]2[C:4](=[CH:5][CH:6]=[C:7]([C:14]#[C:15][Si:16]([CH3:19])([CH3:18])[CH3:17])[CH:8]=2)[C:3]=1OS(C(F)(F)F)(=O)=O.C1(P(C2C=CC=CC=2)CCCP(C2C=CC=CC=2)C2C=CC=CC=2)C=CC=CC=1.CN(C)[CH:59]=[O:60].[CH2:62]([OH:64])[CH3:63], predict the reaction product. The product is: [CH2:62]([O:64][C:59]([C:3]1[C:4]2[C:9](=[CH:8][C:7]([C:14]#[C:15][Si:16]([CH3:18])([CH3:17])[CH3:19])=[CH:6][CH:5]=2)[C:10]([CH3:12])([CH3:13])[CH2:11][C:2]=1[CH3:1])=[O:60])[CH3:63]. (7) Given the reactants [N+:1]([C:4]1[CH:5]=[C:6]([S:10](Cl)(=[O:12])=[O:11])[CH:7]=[CH:8][CH:9]=1)([O-:3])=[O:2].[NH2:14][C:15]1[CH:16]=[C:17]([CH:27]=[CH:28][C:29]=1[O:30][CH3:31])[C:18]([NH:20][C:21]1[CH:26]=[CH:25][CH:24]=[CH:23][CH:22]=1)=[O:19], predict the reaction product. The product is: [N+:1]([C:4]1[CH:5]=[C:6]([S:10]([NH:14][C:15]2[CH:16]=[C:17]([CH:27]=[CH:28][C:29]=2[O:30][CH3:31])[C:18]([NH:20][C:21]2[CH:26]=[CH:25][CH:24]=[CH:23][CH:22]=2)=[O:19])(=[O:12])=[O:11])[CH:7]=[CH:8][CH:9]=1)([O-:3])=[O:2].